This data is from Full USPTO retrosynthesis dataset with 1.9M reactions from patents (1976-2016). The task is: Predict the reactants needed to synthesize the given product. (1) The reactants are: Cl.[NH2:2][C@H:3]([CH2:33][C:34]1[CH:39]=[CH:38][CH:37]=[CH:36][CH:35]=1)[C:4]([N:6]1[CH2:11][CH2:10][CH:9]([N:12]2[N:21]=[C:20]([C:22]3[CH:27]=[CH:26][C:25]([O:28][CH3:29])=[C:24]([O:30][CH3:31])[CH:23]=3)[C@@H:19]3[C@@H:14]([CH2:15][CH2:16][CH2:17][CH2:18]3)[C:13]2=[O:32])[CH2:8][CH2:7]1)=[O:5].[CH:40]1([CH2:43][O:44][C:45]2[CH:50]=[C:49]([O:51][CH3:52])[C:48]([F:53])=[CH:47][C:46]=2[C:54]2[C:55]3[NH:62][C:61]([CH3:63])=[C:60]([C:64](O)=[O:65])[C:56]=3[N:57]=[CH:58][N:59]=2)[CH2:42][CH2:41]1.CN(C(ON1N=NC2C=CC=NC1=2)=[N+](C)C)C.F[P-](F)(F)(F)(F)F.CCN(C(C)C)C(C)C.C(=O)(O)[O-].[Na+]. Given the product [CH:40]1([CH2:43][O:44][C:45]2[CH:50]=[C:49]([O:51][CH3:52])[C:48]([F:53])=[CH:47][C:46]=2[C:54]2[C:55]3[NH:62][C:61]([CH3:63])=[C:60]([C:64]([NH:2][C@H:3]([CH2:33][C:34]4[CH:35]=[CH:36][CH:37]=[CH:38][CH:39]=4)[C:4]([N:6]4[CH2:7][CH2:8][CH:9]([N:12]5[N:21]=[C:20]([C:22]6[CH:27]=[CH:26][C:25]([O:28][CH3:29])=[C:24]([O:30][CH3:31])[CH:23]=6)[C@@H:19]6[C@@H:14]([CH2:15][CH2:16][CH2:17][CH2:18]6)[C:13]5=[O:32])[CH2:10][CH2:11]4)=[O:5])=[O:65])[C:56]=3[N:57]=[CH:58][N:59]=2)[CH2:42][CH2:41]1, predict the reactants needed to synthesize it. (2) Given the product [CH:10]([C:7]1[CH:8]=[C:9]2[C:4]([CH:3]=[CH:2][N:1]2[C:19]([O:21][C:22]([CH3:25])([CH3:24])[CH3:23])=[O:20])=[CH:5][CH:6]=1)=[O:11], predict the reactants needed to synthesize it. The reactants are: [NH:1]1[C:9]2[C:4](=[CH:5][CH:6]=[C:7]([CH:10]=[O:11])[CH:8]=2)[CH:3]=[CH:2]1.C(N(CC)CC)C.[C:19](O[C:19]([O:21][C:22]([CH3:25])([CH3:24])[CH3:23])=[O:20])([O:21][C:22]([CH3:25])([CH3:24])[CH3:23])=[O:20]. (3) Given the product [NH2:1][C:2]1[C:7]([Br:18])=[C:6]([Cl:8])[N:5]=[C:4]([NH:9][C:10]2[CH:17]=[CH:16][C:13]([C:14]#[N:15])=[CH:12][CH:11]=2)[N:3]=1, predict the reactants needed to synthesize it. The reactants are: [NH2:1][C:2]1[CH:7]=[C:6]([Cl:8])[N:5]=[C:4]([NH:9][C:10]2[CH:17]=[CH:16][C:13]([C:14]#[N:15])=[CH:12][CH:11]=2)[N:3]=1.[Br:18]Br.O.[OH-].[Na+]. (4) Given the product [CH:21]1([C:2]2[C:10]3[C:5](=[CH:6][CH:7]=[CH:8][C:9]=3[N+:11]([O-:13])=[O:12])[N:4]([CH2:14][C:15]3[N:16]=[C:17]([CH3:20])[O:18][CH:19]=3)[N:3]=2)[CH2:23][CH2:22]1, predict the reactants needed to synthesize it. The reactants are: Br[C:2]1[C:10]2[C:5](=[CH:6][CH:7]=[CH:8][C:9]=2[N+:11]([O-:13])=[O:12])[N:4]([CH2:14][C:15]2[N:16]=[C:17]([CH3:20])[O:18][CH:19]=2)[N:3]=1.[CH:21]1(B(O)O)[CH2:23][CH2:22]1.C(=O)([O-])[O-].[K+].[K+].C1(P(C2CCCCC2)C2C=CC=CC=2C2C(OC)=CC=C(S([O-])(=O)=O)C=2OC)CCCCC1.[Na+]. (5) Given the product [CH3:1][C:2]1[C:11]2[O:10][CH:9]([C:12]3[CH:17]=[CH:16][CH:15]=[CH:14][CH:13]=3)[CH2:8][NH:7][C:6]=2[CH:5]=[CH:4][CH:3]=1, predict the reactants needed to synthesize it. The reactants are: [CH3:1][C:2]1[C:11]2[O:10][CH:9]([C:12]3[CH:17]=[CH:16][CH:15]=[CH:14][CH:13]=3)[C:8](=O)[NH:7][C:6]=2[CH:5]=[CH:4][CH:3]=1.[H-].[Al+3].[Li+].[H-].[H-].[H-].[OH-].[Na+].S([O-])([O-])(=O)=O.[Mg+2]. (6) Given the product [O:11]1[C:15]2[CH:16]=[CH:17][C:18]([C:20]3([C:3]4[NH:4][C:5]5[C:10]([C:2]=4[CH3:1])=[CH:9][CH:8]=[CH:7][CH:6]=5)[CH2:21][CH2:22][C:23]([N:32]([CH3:34])[CH3:33])([C:26]4[CH:31]=[CH:30][CH:29]=[CH:28][CH:27]=4)[CH2:24][CH2:25]3)=[CH:19][C:14]=2[O:13][CH2:12]1, predict the reactants needed to synthesize it. The reactants are: [CH3:1][C:2]1[C:10]2[C:5](=[CH:6][CH:7]=[CH:8][CH:9]=2)[NH:4][CH:3]=1.[O:11]1[C:15]2[CH:16]=[CH:17][C:18]([C:20]3(O)[CH2:25][CH2:24][C:23]([N:32]([CH3:34])[CH3:33])([C:26]4[CH:31]=[CH:30][CH:29]=[CH:28][CH:27]=4)[CH2:22][CH2:21]3)=[CH:19][C:14]=2[O:13][CH2:12]1.C[Si](OS(C(F)(F)F)(=O)=O)(C)C.[OH-].[Na+]. (7) The reactants are: [F:1][C:2]1[CH:3]=[C:4]2[C:14]3[C:9](=[CH:10][N:11]=[C:12]([OH:15])[CH:13]=3)[NH:8][C:5]2=[N:6][CH:7]=1.C(OCC)(=O)C.C(=O)(O)[O-].[S:26](O[S:26]([C:29]([F:32])([F:31])[F:30])(=[O:28])=[O:27])([C:29]([F:32])([F:31])[F:30])(=[O:28])=[O:27]. Given the product [F:30][C:29]([F:32])([F:31])[S:26]([O:15][C:12]1[CH:13]=[C:14]2[C:4]3[C:5](=[N:6][CH:7]=[C:2]([F:1])[CH:3]=3)[NH:8][C:9]2=[CH:10][N:11]=1)(=[O:28])=[O:27], predict the reactants needed to synthesize it. (8) Given the product [CH:18]([NH:20][S:13]([C:9]1[CH:8]=[N:7][CH:12]=[CH:11][CH:10]=1)(=[O:15])=[O:14])([CH3:19])[CH3:17], predict the reactants needed to synthesize it. The reactants are: N1C=CC=CC=1.[N:7]1[CH:12]=[CH:11][CH:10]=[C:9]([S:13](Cl)(=[O:15])=[O:14])[CH:8]=1.[CH3:17][CH:18]([NH2:20])[CH3:19]. (9) Given the product [CH3:41][N:1]1[CH:5]=[C:4]([C:6]2[N:11]=[CH:10][C:9]([C:12]([NH:14][CH:15]3[CH2:16][CH2:17][C:18](=[CH:21][C:22]4[CH:27]=[CH:26][CH:25]=[C:24]([O:28][C:29]5[CH:34]=[CH:33][C:32]([C:35]([F:37])([F:38])[F:36])=[CH:31][N:30]=5)[CH:23]=4)[CH2:19][CH2:20]3)=[O:13])=[CH:8][CH:7]=2)[CH:3]=[N:2]1, predict the reactants needed to synthesize it. The reactants are: [NH:1]1[CH:5]=[C:4]([C:6]2[N:11]=[CH:10][C:9]([C:12]([NH:14][CH:15]3[CH2:20][CH2:19][C:18](=[CH:21][C:22]4[CH:27]=[CH:26][CH:25]=[C:24]([O:28][C:29]5[CH:34]=[CH:33][C:32]([C:35]([F:38])([F:37])[F:36])=[CH:31][N:30]=5)[CH:23]=4)[CH2:17][CH2:16]3)=[O:13])=[CH:8][CH:7]=2)[CH:3]=[N:2]1.CI.[C:41](=O)([O-])[O-].[K+].[K+]. (10) Given the product [NH2:13][C@H:10]([CH2:11][O:12][CH3:23])[C:9]([NH:8][CH2:1][C:2]1[CH:7]=[CH:6][CH:5]=[CH:4][CH:3]=1)=[O:21], predict the reactants needed to synthesize it. The reactants are: [CH2:1]([NH:8][C:9](=[O:21])[C@H:10]([NH:13]C(=O)OC(C)(C)C)[CH2:11][OH:12])[C:2]1[CH:7]=[CH:6][CH:5]=[CH:4][CH:3]=1.Cl[CH2:23]Cl.[OH-].[Na+].S(OC)(OC)(=O)=O.